The task is: Regression. Given a peptide amino acid sequence and an MHC pseudo amino acid sequence, predict their binding affinity value. This is MHC class II binding data.. This data is from Peptide-MHC class II binding affinity with 134,281 pairs from IEDB. (1) The MHC is DRB3_0202 with pseudo-sequence DRB3_0202. The peptide sequence is PIAPYHFDLSGHAFG. The binding affinity (normalized) is 0.579. (2) The peptide sequence is NDDVDQSLIIAARNI. The MHC is DRB1_0802 with pseudo-sequence DRB1_0802. The binding affinity (normalized) is 0.545.